From a dataset of Reaction yield outcomes from USPTO patents with 853,638 reactions. Predict the reaction yield, written as a fraction of the theoretical maximum amount of product (1.0 means a 100% yield; for example, 0.34 means a 34% yield). (1) The reactants are Cl.CN([CH2:5][CH:6]1[C:18](=[O:19])[C:17]2[C:16]3[C:11](=[CH:12][CH:13]=[CH:14][CH:15]=3)[N:10]([CH3:20])[C:9]=2[CH2:8][CH2:7]1)C.[CH3:21][C:22]1[NH:23][CH:24]=[CH:25][N:26]=1.O. The catalyst is CN(C)C=O. The product is [CH3:21][C:22]1[N:26]([CH2:5][CH:6]2[C:18](=[O:19])[C:17]3[C:16]4[CH:15]=[CH:14][CH:13]=[CH:12][C:11]=4[N:10]([CH3:20])[C:9]=3[CH2:8][CH2:7]2)[CH:25]=[CH:24][N:23]=1. The yield is 0.964. (2) The reactants are Cl.[NH2:2][CH:3]([C:8]1[CH:13]=[CH:12][CH:11]=[CH:10][CH:9]=1)[C:4]([O:6][CH3:7])=[O:5].F[C:15]1[CH:24]=[CH:23][C:18]([C:19]([O:21][CH3:22])=[O:20])=[CH:17][C:16]=1[N+:25]([O-:27])=[O:26].CCN(C(C)C)C(C)C. The product is [CH3:7][O:6][C:4](=[O:5])[CH:3]([NH:2][C:15]1[CH:24]=[CH:23][C:18]([C:19]([O:21][CH3:22])=[O:20])=[CH:17][C:16]=1[N+:25]([O-:27])=[O:26])[C:8]1[CH:13]=[CH:12][CH:11]=[CH:10][CH:9]=1. The yield is 0.900. The catalyst is CN(C=O)C. (3) The reactants are [F:1][C:2]1[CH:7]=[CH:6][C:5]([C:8]2[C:16]3[C:11](=[CH:12][CH:13]=[C:14]([C:17]([OH:19])=O)[CH:15]=3)[NH:10][N:9]=2)=[CH:4][CH:3]=1.O.ON1C2C=CC=CC=2N=N1.Cl.CN(C)CCCN=C=NCC.[CH3:43][O:44][CH2:45][CH2:46][NH2:47]. The catalyst is O1CCCC1.O.CN(C)C=O. The product is [F:1][C:2]1[CH:3]=[CH:4][C:5]([C:8]2[C:16]3[C:11](=[CH:12][CH:13]=[C:14]([C:17]([NH:47][CH2:46][CH2:45][O:44][CH3:43])=[O:19])[CH:15]=3)[NH:10][N:9]=2)=[CH:6][CH:7]=1. The yield is 0.660. (4) The reactants are [CH2:1]([O:3][CH:4]([O:19][CH2:20][CH3:21])[C@@H:5]([NH:7][CH2:8][C:9]1[CH:10]=[CH:11][CH:12]=[C:13]2[C:18]=1[N:17]=[CH:16][CH:15]=[CH:14]2)[CH3:6])[CH3:2].[NH:22]([C:28]([O:30][CH2:31][CH:32]1[C:44]2[C:39](=[CH:40][CH:41]=[CH:42][CH:43]=2)[C:38]2[C:33]1=[CH:34][CH:35]=[CH:36][CH:37]=2)=[O:29])[C@H:23]([C:25](O)=[O:26])[CH3:24].CN(C(ON1N=NC2C=CC=NC1=2)=[N+](C)C)C.F[P-](F)(F)(F)(F)F.CCN(C(C)C)C(C)C. The catalyst is CN(C=O)C.CC(=O)OCC.O. The product is [CH2:1]([O:3][CH:4]([O:19][CH2:20][CH3:21])[C@@H:5]([N:7]([CH2:8][C:9]1[CH:10]=[CH:11][CH:12]=[C:13]2[C:18]=1[N:17]=[CH:16][CH:15]=[CH:14]2)[C:25](=[O:26])[C@@H:23]([NH:22][C:28](=[O:29])[O:30][CH2:31][CH:32]1[C:33]2[CH:34]=[CH:35][CH:36]=[CH:37][C:38]=2[C:39]2[C:44]1=[CH:43][CH:42]=[CH:41][CH:40]=2)[CH3:24])[CH3:6])[CH3:2]. The yield is 0.690. (5) The yield is 0.960. The reactants are [Cl:1][C:2]1[CH:3]=[C:4]([C:9](=[O:23])[CH2:10][CH:11](O)[C:12]2[CH:17]=[CH:16][C:15]([N+:18]([O-:20])=[O:19])=[C:14]([OH:21])[CH:13]=2)[CH:5]=[CH:6][C:7]=1[Cl:8].[OH-].[Na+].OS(O)(=O)=O. The product is [Cl:1][C:2]1[CH:3]=[C:4]([CH:9]([OH:23])[CH:10]=[CH:11][C:12]2[CH:17]=[CH:16][C:15]([N+:18]([O-:20])=[O:19])=[C:14]([OH:21])[CH:13]=2)[CH:5]=[CH:6][C:7]=1[Cl:8]. The catalyst is CCO. (6) The yield is 0.280. The reactants are C(N(CC)CC)C.[CH2:8]([NH:15][C:16]1[C:21](I)=[C:20]([CH3:23])[N:19]=[C:18]([NH2:24])[N:17]=1)[C:9]1[CH:14]=[CH:13][CH:12]=[CH:11][CH:10]=1.[C:25]([O:29][CH2:30][CH3:31])(=[O:28])[CH:26]=[CH2:27]. The catalyst is CN(C=O)C.C1C=CC([P]([Pd]([P](C2C=CC=CC=2)(C2C=CC=CC=2)C2C=CC=CC=2)([P](C2C=CC=CC=2)(C2C=CC=CC=2)C2C=CC=CC=2)[P](C2C=CC=CC=2)(C2C=CC=CC=2)C2C=CC=CC=2)(C2C=CC=CC=2)C2C=CC=CC=2)=CC=1. The product is [CH2:30]([O:29][C:25](=[O:28])/[CH:26]=[CH:27]/[C:21]1[C:16]([NH:15][CH2:8][C:9]2[CH:14]=[CH:13][CH:12]=[CH:11][CH:10]=2)=[N:17][C:18]([NH2:24])=[N:19][C:20]=1[CH3:23])[CH3:31].